From a dataset of Full USPTO retrosynthesis dataset with 1.9M reactions from patents (1976-2016). Predict the reactants needed to synthesize the given product. (1) The reactants are: O.C([O:9][C:10]1[CH:18]=[C:17]2[C:13]([C:14]([CH:25]([O:27][CH3:28])[CH3:26])=[N:15][N:16]2[CH:19]2[CH2:24][CH2:23][CH2:22][CH2:21][O:20]2)=[CH:12][CH:11]=1)C1C=CC=CC=1.[H][H]. Given the product [CH3:28][O:27][CH:25]([C:14]1[C:13]2[C:17](=[CH:18][C:10]([OH:9])=[CH:11][CH:12]=2)[N:16]([CH:19]2[CH2:24][CH2:23][CH2:22][CH2:21][O:20]2)[N:15]=1)[CH3:26], predict the reactants needed to synthesize it. (2) Given the product [Cl:63][C:64]1[CH:69]=[CH:68][CH:67]=[C:66]([Cl:70])[C:65]=1[C:71]1[N:73]=[C:19]([CH:16]2[CH2:17][CH2:18][N:13]([C:11]([N:1]3[C:2]4[C:7](=[CH:6][CH:5]=[CH:4][CH:3]=4)[CH2:8][CH2:9][CH2:10]3)=[O:12])[CH2:14][CH2:15]2)[O:20][N:72]=1, predict the reactants needed to synthesize it. The reactants are: [N:1]1([C:11]([N:13]2[CH2:18][CH2:17][CH:16]([C:19](O)=[O:20])[CH2:15][CH2:14]2)=[O:12])[C:10]2[C:5](=[CH:6][CH:7]=[CH:8][CH:9]=2)[CH2:4][CH2:3][CH2:2]1.F[B-](F)(F)F.N1(OC(N(C)C)=[N+](C)C)C2C=CC=CC=2N=N1.ON1C2C=CC=CC=2N=N1.C(N(C(C)C)CC)(C)C.[Cl:63][C:64]1[CH:69]=[CH:68][CH:67]=[C:66]([Cl:70])[C:65]=1[C:71](=[N:73]O)[NH2:72]. (3) Given the product [CH3:9][O:10][C:11](=[O:18])[C:12]([C:16]#[N:17])=[C:13]([CH3:15])[CH:14]=[CH:3][N:4]([CH3:5])[CH3:6], predict the reactants needed to synthesize it. The reactants are: CO[CH:3](OC)[N:4]([CH3:6])[CH3:5].[CH3:9][O:10][C:11](=[O:18])[C:12]([C:16]#[N:17])=[C:13]([CH3:15])[CH3:14]. (4) Given the product [Cl:1][C:2]1[CH:3]=[CH:4][C:5]([O:6][C:7]2[CH:12]=[CH:11][N:10]=[C:9]3[NH:13][N:14]=[C:15]([NH:16][C@@H:17]4[CH2:21][CH2:20][N:19]([C:22](=[O:23])[CH:40]=[CH2:42])[CH2:18]4)[C:8]=23)=[CH:38][CH:39]=1, predict the reactants needed to synthesize it. The reactants are: [Cl:1][C:2]1[CH:39]=[CH:38][C:5]([O:6][C:7]2[CH:12]=[CH:11][N:10]=[C:9]3[N:13](CC4C=CC(OC)=CC=4)[N:14]=[C:15]([NH:16][C@@H:17]4[CH2:21][CH2:20][N:19]([C:22](OC(C)(C)C)=[O:23])[CH2:18]4)[C:8]=23)=[CH:4][CH:3]=1.[C:40](O)([C:42](F)(F)F)=O.C(O)(=O)C=C.